Task: Binary Classification. Given a drug SMILES string, predict its activity (active/inactive) in a high-throughput screening assay against a specified biological target.. Dataset: In vitro SARS-CoV-2 activity screen of 1,480 approved drugs from Prestwick library (1) The molecule is CC(C)=CC1C(C(=O)OCc2cccc(Oc3ccccc3)c2)C1(C)C. The result is 0 (inactive). (2) The compound is CO[C@@H]1[C@@H](OC(N)=O)[C@H](O)[C@H](Oc2ccc3c(O)c(NC(=O)c4ccc([O-])c(CC=C(C)C)c4)c(=O)oc3c2C)OC1(C)C.[Na+]. The result is 0 (inactive). (3) The compound is COc1ccccc1N1CCN(CC(O)COc2cccc3ccccc23)CC1.Cl.Cl. The result is 0 (inactive). (4) The molecule is CC1=C(C)C(=O)C(C(CCCCCC(=O)O)c2ccccc2)=C(C)C1=O. The result is 0 (inactive). (5) The drug is CC(C)(CO)[C@@H](O)C(=O)NCCCC(=O)[O-].CC(C)(CO)[C@@H](O)C(=O)NCCCC(=O)[O-].[Ca+2]. The result is 0 (inactive). (6) The molecule is CC[N+](CC)(CC(=O)Nc1c(C)cccc1C)Cc1ccccc1.O=C([O-])c1ccccc1. The result is 0 (inactive). (7) The compound is CCOC(=O)[C@H](CCc1ccccc1)N[C@@H](C)C(=O)N1[C@H](C(=O)O)C[C@@H]2CCC[C@@H]21. The result is 0 (inactive). (8) The drug is CCOC(=O)[C@H](CCc1ccccc1)N[C@H]1CS[C@H](c2cccs2)CN(CC(=O)O)C1=O. The result is 0 (inactive).